Task: Binary Classification. Given a T-cell receptor sequence (or CDR3 region) and an epitope sequence, predict whether binding occurs between them.. Dataset: TCR-epitope binding with 47,182 pairs between 192 epitopes and 23,139 TCRs (1) The epitope is IPRRNVATL. The TCR CDR3 sequence is CASSQEQGNHYGYTF. Result: 0 (the TCR does not bind to the epitope). (2) The epitope is LLQTGIHVRVSQPSL. The TCR CDR3 sequence is CASSLGETQYF. Result: 1 (the TCR binds to the epitope). (3) The epitope is YVFCTVNAL. The TCR CDR3 sequence is CASSLHATGDTGELFF. Result: 1 (the TCR binds to the epitope). (4) The epitope is RLRAEAQVK. The TCR CDR3 sequence is CASSLGVLTEAFF. Result: 1 (the TCR binds to the epitope). (5) The TCR CDR3 sequence is CATSDSQDFEPMNTEAFF. Result: 0 (the TCR does not bind to the epitope). The epitope is LLFNKVTLA. (6) Result: 1 (the TCR binds to the epitope). The TCR CDR3 sequence is CASSLAGGVQDTGELFF. The epitope is KLPDDFTGCV. (7) The epitope is KLPDDFTGCV. The TCR CDR3 sequence is CASSAPGAGNTIYF. Result: 1 (the TCR binds to the epitope). (8) The epitope is RAKFKQLL. The TCR CDR3 sequence is CASSGRGWETQYF. Result: 1 (the TCR binds to the epitope).